Dataset: Catalyst prediction with 721,799 reactions and 888 catalyst types from USPTO. Task: Predict which catalyst facilitates the given reaction. Product: [Cl:1][C:2]1[CH:3]=[C:4]([C:10]([OH:12])=[O:11])[CH:5]=[N:6][C:7]=1[NH:8][NH:9][C:28]([NH:27][CH:20]([C:17]1[CH:16]=[CH:15][C:14]([Cl:13])=[CH:19][CH:18]=1)[C:21]1[CH:22]=[CH:23][CH:24]=[CH:25][CH:26]=1)=[S:29]. The catalyst class is: 44. Reactant: [Cl:1][C:2]1[CH:3]=[C:4]([C:10]([OH:12])=[O:11])[CH:5]=[N:6][C:7]=1[NH:8][NH2:9].[Cl:13][C:14]1[CH:19]=[CH:18][C:17]([CH:20]([N:27]=[C:28]=[S:29])[C:21]2[CH:26]=[CH:25][CH:24]=[CH:23][CH:22]=2)=[CH:16][CH:15]=1.